From a dataset of Retrosynthesis with 50K atom-mapped reactions and 10 reaction types from USPTO. Predict the reactants needed to synthesize the given product. Given the product Cc1nc(-c2cccc(F)c2O)n(CCc2ccccc2)c(=O)c1-c1ccc2c(c1)CCCN2, predict the reactants needed to synthesize it. The reactants are: Cc1nc(-c2cccc(F)c2O)n(CCc2ccccc2)c(=O)c1-c1ccc2ncccc2c1.